This data is from Forward reaction prediction with 1.9M reactions from USPTO patents (1976-2016). The task is: Predict the product of the given reaction. (1) Given the reactants [Br:1][C:2]1[CH:7]=[C:6]([Cl:8])[CH:5]=[CH:4][C:3]=1[OH:9].[CH2:10]([O:12][C:13](=[O:18])[C:14](Br)([CH3:16])[CH3:15])[CH3:11].C([O-])([O-])=O.[K+].[K+].O, predict the reaction product. The product is: [Br:1][C:2]1[CH:7]=[C:6]([Cl:8])[CH:5]=[CH:4][C:3]=1[O:9][C:14]([CH3:16])([CH3:15])[C:13]([O:12][CH2:10][CH3:11])=[O:18]. (2) Given the reactants [O:1]1[C:3]2([CH2:8][CH2:7][O:6][CH2:5][CH2:4]2)[CH2:2]1.C12(CS(O)(=O)=O)C(C)(C)C(CC1)CC2=O.[CH3:24][OH:25], predict the reaction product. The product is: [CH3:24][O:25][C:3]1([CH2:2][OH:1])[CH2:8][CH2:7][O:6][CH2:5][CH2:4]1. (3) Given the reactants C(Cl)CCl.Cl.[O:6]=[C:7]1[NH:16][C:15]2[N:14]=[CH:13][C:12](/[CH:17]=[CH:18]/[C:19]([OH:21])=O)=[CH:11][C:10]=2[CH2:9][CH2:8]1.[CH3:22][NH:23][CH2:24][C:25]1[C:33]2[CH:32]=[CH:31][CH:30]=[CH:29][C:28]=2[N:27]2[CH2:34][CH2:35][CH2:36][C:26]=12.C1C=CC2N(O)N=NC=2C=1.CCN(CC)CC, predict the reaction product. The product is: [CH2:36]1[C:26]2=[C:25]([CH2:24][N:23]([CH3:22])[C:19](=[O:21])/[CH:18]=[CH:17]/[C:12]3[CH:13]=[N:14][C:15]4[NH:16][C:7](=[O:6])[CH2:8][CH2:9][C:10]=4[CH:11]=3)[C:33]3[CH:32]=[CH:31][CH:30]=[CH:29][C:28]=3[N:27]2[CH2:34][CH2:35]1. (4) Given the reactants [Cl:1][C:2]1[CH:16]=[CH:15][C:5]([CH2:6][N:7]2[CH:12]=[C:11](Br)[CH:10]=[CH:9][C:8]2=[O:14])=[CH:4][CH:3]=1.[C:17]([C:20]1[CH:25]=[CH:24][C:23](B(O)O)=[CH:22][CH:21]=1)(=[O:19])[CH3:18], predict the reaction product. The product is: [Cl:1][C:2]1[CH:16]=[CH:15][C:5]([CH2:6][N:7]2[CH:12]=[C:11]([C:23]3[CH:24]=[CH:25][C:20]([C:17](=[O:19])[CH3:18])=[CH:21][CH:22]=3)[CH:10]=[CH:9][C:8]2=[O:14])=[CH:4][CH:3]=1. (5) Given the reactants [S:1]([O-:4])([O-:3])=[O:2].[Na+:5].[Na+].Br[CH2:8][C:9]1[C:13]2[CH:14]=[CH:15][CH:16]=[CH:17][C:12]=2[O:11][N:10]=1, predict the reaction product. The product is: [O:11]1[C:12]2[CH:17]=[CH:16][CH:15]=[CH:14][C:13]=2[C:9]([CH2:8][S:1]([O-:4])(=[O:3])=[O:2])=[N:10]1.[Na+:5]. (6) Given the reactants Br[C:2]1[CH:7]=[CH:6][C:5]([CH:8]2[O:13][CH2:12][C:11]([CH3:15])([CH3:14])[CH2:10][O:9]2)=[CH:4][CH:3]=1.[Mg].[CH2:17](Br)[CH:18]=[CH2:19], predict the reaction product. The product is: [CH2:19]([C:2]1[CH:7]=[CH:6][C:5]([CH:8]2[O:13][CH2:12][C:11]([CH3:15])([CH3:14])[CH2:10][O:9]2)=[CH:4][CH:3]=1)[CH:18]=[CH2:17].